This data is from Forward reaction prediction with 1.9M reactions from USPTO patents (1976-2016). The task is: Predict the product of the given reaction. Given the reactants [NH2:1][CH2:2][C:3]1[CH:4]=[C:5]([C:9]2[CH:14]=[C:13]([C:15]#[N:16])[CH:12]=[C:11]([O:17][C:18]3[N:23]=[C:22]([C:24]4[CH:32]=[CH:31][CH:30]=[CH:29][C:25]=4[C:26]([OH:28])=[O:27])[C:21]([F:33])=[CH:20][C:19]=3[F:34])[CH:10]=2)[CH:6]=[CH:7][CH:8]=1.[ClH:35], predict the reaction product. The product is: [ClH:35].[NH2:1][CH2:2][C:3]1[CH:4]=[C:5]([C:9]2[CH:14]=[C:13]([C:15]#[N:16])[CH:12]=[C:11]([O:17][C:18]3[N:23]=[C:22]([C:24]4[CH:32]=[CH:31][CH:30]=[CH:29][C:25]=4[C:26]([OH:28])=[O:27])[C:21]([F:33])=[CH:20][C:19]=3[F:34])[CH:10]=2)[CH:6]=[CH:7][CH:8]=1.